Dataset: Forward reaction prediction with 1.9M reactions from USPTO patents (1976-2016). Task: Predict the product of the given reaction. (1) The product is: [CH2:1]([O:3][C:4]([C:6]1([C:9]2[CH:14]=[CH:13][C:12]([C:15]3[CH:20]=[CH:19][C:18]([C:21]4[O:25][N:24]=[C:23]([CH3:26])[C:22]=4[CH2:27][CH2:28][C:29](=[O:30])[NH:39][CH2:32][C:33]4[CH:38]=[CH:37][CH:36]=[CH:35][CH:34]=4)=[CH:17][CH:16]=3)=[CH:11][CH:10]=2)[CH2:8][CH2:7]1)=[O:5])[CH3:2]. Given the reactants [CH2:1]([O:3][C:4]([C:6]1([C:9]2[CH:14]=[CH:13][C:12]([C:15]3[CH:20]=[CH:19][C:18]([C:21]4[O:25][N:24]=[C:23]([CH3:26])[C:22]=4[CH2:27][CH2:28][C:29](O)=[O:30])=[CH:17][CH:16]=3)=[CH:11][CH:10]=2)[CH2:8][CH2:7]1)=[O:5])[CH3:2].[CH2:32]([NH2:39])[C:33]1[CH:38]=[CH:37][CH:36]=[CH:35][CH:34]=1, predict the reaction product. (2) Given the reactants [OH-].[K+].[CH2:3]([N:10]([CH2:28][C:29]1[CH:34]=[CH:33][CH:32]=[CH:31][CH:30]=1)[S:11]([C:14]1[CH:23]=[C:22]2[C:17]([CH:18]=[CH:19][C:20]([C:24]([O:26]C)=[O:25])=[CH:21]2)=[CH:16][CH:15]=1)(=[O:13])=[O:12])[C:4]1[CH:9]=[CH:8][CH:7]=[CH:6][CH:5]=1, predict the reaction product. The product is: [CH2:28]([N:10]([CH2:3][C:4]1[CH:9]=[CH:8][CH:7]=[CH:6][CH:5]=1)[S:11]([C:14]1[CH:23]=[C:22]2[C:17]([CH:18]=[CH:19][C:20]([C:24]([OH:26])=[O:25])=[CH:21]2)=[CH:16][CH:15]=1)(=[O:12])=[O:13])[C:29]1[CH:30]=[CH:31][CH:32]=[CH:33][CH:34]=1. (3) Given the reactants C(O[C:6](=[O:37])[NH:7][C@H:8]([C:13](=[O:36])[NH:14][CH2:15][C:16](=[O:35])[N:17]1[C:25]2[C:20](=[CH:21][CH:22]=[CH:23][CH:24]=2)[CH2:19][C@H:18]1[C:26](=[O:34])[NH:27][CH2:28][C:29]1[N:30]=[N:31][NH:32][CH:33]=1)[C@@H:9]([CH3:12])[CH2:10][CH3:11])(C)(C)C.[N:38]1[NH:39][N:40]=[N:41][C:42]=1[CH2:43]C(O)=O, predict the reaction product. The product is: [CH3:12][C@@H:9]([CH2:10][CH3:11])[C@H:8]([NH:7][C:6](=[O:37])[CH2:43][C:42]1[N:38]=[N:39][NH:40][N:41]=1)[C:13]([NH:14][CH2:15][C:16]([N:17]1[C:25]2[C:20](=[CH:21][CH:22]=[CH:23][CH:24]=2)[CH2:19][C@H:18]1[C:26]([NH:27][CH2:28][C:29]1[N:30]=[N:31][NH:32][CH:33]=1)=[O:34])=[O:35])=[O:36]. (4) Given the reactants [OH:1][C:2]1[N:3]=[C:4]([CH3:20])[N:5]([CH2:9][C:10]2[CH:19]=[CH:18][C:13]([C:14]([O:16][CH3:17])=[O:15])=[CH:12][CH:11]=2)[C:6](=[O:8])[CH:7]=1.C(=O)([O-])[O-].[K+].[K+].[F:27][C:28]1[CH:35]=[C:34]([F:36])[CH:33]=[CH:32][C:29]=1[CH2:30]Br, predict the reaction product. The product is: [F:27][C:28]1[CH:35]=[C:34]([F:36])[CH:33]=[CH:32][C:29]=1[CH2:30][O:1][C:2]1[N:3]=[C:4]([CH3:20])[N:5]([CH2:9][C:10]2[CH:19]=[CH:18][C:13]([C:14]([O:16][CH3:17])=[O:15])=[CH:12][CH:11]=2)[C:6](=[O:8])[CH:7]=1. (5) The product is: [C:31]([O:30][C@@H:26]1[C@@H:25]([O:34][C:35](=[O:36])[CH3:37])[C@H:24]([O:38][C:39](=[O:40])[CH3:41])[C@@H:23]([CH2:22][O:21][C:19](=[O:20])[CH3:18])[O:28][C@H:27]1[O:1][C:2]1[CH:7]=[CH:6][CH:5]=[C:4]([OH:8])[C:3]=1[C:9](=[O:11])[CH3:10])(=[O:32])[CH3:33]. Given the reactants [OH:1][C:2]1[CH:7]=[CH:6][CH:5]=[C:4]([OH:8])[C:3]=1[C:9](=[O:11])[CH3:10].C(=O)([O-])[O-].[K+].[K+].[CH3:18][C:19]([O:21][CH2:22][C@H:23]1[O:28][C@H:27](Br)[C@H:26]([O:30][C:31]([CH3:33])=[O:32])[C@@H:25]([O:34][C:35]([CH3:37])=[O:36])[C@@H:24]1[O:38][C:39]([CH3:41])=[O:40])=[O:20].Cl, predict the reaction product. (6) Given the reactants [Br:1][C:2]1[CH:3]=[C:4]2[C:8](=[CH:9][CH:10]=1)[NH:7][C:6]([C:11]([O:13]CC)=O)=[C:5]2[S:16]([N:19]1[CH2:23][CH2:22][CH2:21][CH2:20]1)(=[O:18])=[O:17].[NH3:24].CO, predict the reaction product. The product is: [Br:1][C:2]1[CH:3]=[C:4]2[C:8](=[CH:9][CH:10]=1)[NH:7][C:6]([C:11]([NH2:24])=[O:13])=[C:5]2[S:16]([N:19]1[CH2:20][CH2:21][CH2:22][CH2:23]1)(=[O:18])=[O:17].